Dataset: Catalyst prediction with 721,799 reactions and 888 catalyst types from USPTO. Task: Predict which catalyst facilitates the given reaction. (1) Reactant: O[CH2:2][C@H:3]([N:8]([CH3:19])[S:9]([C:12]1[CH:17]=[CH:16][C:15]([CH3:18])=[CH:14][CH:13]=1)(=[O:11])=[O:10])[C:4]([O:6]C)=[O:5].[OH-].[Na+]. Product: [CH3:19][N:8]([S:9]([C:12]1[CH:13]=[CH:14][C:15]([CH3:18])=[CH:16][CH:17]=1)(=[O:11])=[O:10])[C:3](=[CH2:2])[C:4]([OH:6])=[O:5]. The catalyst class is: 12. (2) Reactant: Br.Br[CH:3]([C:5]1[CH:6]=[C:7]([C:22]([N:24]([CH3:26])[CH3:25])=[O:23])[CH:8]=[C:9]2[C:14]=1[O:13][C:12]([N:15]1[CH2:20][CH2:19][O:18][CH2:17][CH2:16]1)=[CH:11][C:10]2=[O:21])[CH3:4].[F:27][C:28]1[CH:29]=[C:30]([CH:32]=[C:33]([F:35])[CH:34]=1)[NH2:31]. Product: [F:27][C:28]1[CH:29]=[C:30]([NH:31][CH:3]([C:5]2[CH:6]=[C:7]([C:22]([N:24]([CH3:26])[CH3:25])=[O:23])[CH:8]=[C:9]3[C:14]=2[O:13][C:12]([N:15]2[CH2:20][CH2:19][O:18][CH2:17][CH2:16]2)=[CH:11][C:10]3=[O:21])[CH3:4])[CH:32]=[C:33]([F:35])[CH:34]=1. The catalyst class is: 3.